Task: Regression. Given two drug SMILES strings and cell line genomic features, predict the synergy score measuring deviation from expected non-interaction effect.. Dataset: NCI-60 drug combinations with 297,098 pairs across 59 cell lines (1) Drug 1: CC1=CC2C(CCC3(C2CCC3(C(=O)C)OC(=O)C)C)C4(C1=CC(=O)CC4)C. Drug 2: C1=CC=C(C=C1)NC(=O)CCCCCCC(=O)NO. Cell line: HCT116. Synergy scores: CSS=27.7, Synergy_ZIP=-10.1, Synergy_Bliss=-7.45, Synergy_Loewe=-22.6, Synergy_HSA=-6.31. (2) Drug 1: C1=CC(=CC=C1CCC2=CNC3=C2C(=O)NC(=N3)N)C(=O)NC(CCC(=O)O)C(=O)O. Drug 2: C1CN1P(=S)(N2CC2)N3CC3. Cell line: K-562. Synergy scores: CSS=50.2, Synergy_ZIP=-2.13, Synergy_Bliss=-1.47, Synergy_Loewe=-1.94, Synergy_HSA=2.48. (3) Drug 1: C1=NC2=C(N1)C(=S)N=C(N2)N. Drug 2: CC1=C(C=C(C=C1)C(=O)NC2=CC(=CC(=C2)C(F)(F)F)N3C=C(N=C3)C)NC4=NC=CC(=N4)C5=CN=CC=C5. Cell line: SN12C. Synergy scores: CSS=19.1, Synergy_ZIP=-1.29, Synergy_Bliss=-0.325, Synergy_Loewe=-1.92, Synergy_HSA=-0.928. (4) Drug 1: CN(C)C1=NC(=NC(=N1)N(C)C)N(C)C. Drug 2: CC1CCCC2(C(O2)CC(NC(=O)CC(C(C(=O)C(C1O)C)(C)C)O)C(=CC3=CSC(=N3)C)C)C. Cell line: A549. Synergy scores: CSS=3.25, Synergy_ZIP=0.305, Synergy_Bliss=1.05, Synergy_Loewe=-8.48, Synergy_HSA=-2.95. (5) Drug 1: CCN(CC)CCCC(C)NC1=C2C=C(C=CC2=NC3=C1C=CC(=C3)Cl)OC. Drug 2: C(CCl)NC(=O)N(CCCl)N=O. Cell line: OVCAR3. Synergy scores: CSS=7.22, Synergy_ZIP=4.73, Synergy_Bliss=11.6, Synergy_Loewe=5.27, Synergy_HSA=5.65.